This data is from CYP2C19 inhibition data for predicting drug metabolism from PubChem BioAssay. The task is: Regression/Classification. Given a drug SMILES string, predict its absorption, distribution, metabolism, or excretion properties. Task type varies by dataset: regression for continuous measurements (e.g., permeability, clearance, half-life) or binary classification for categorical outcomes (e.g., BBB penetration, CYP inhibition). Dataset: cyp2c19_veith. (1) The molecule is C[C@@H]1NCC[C@H](CC(=O)O)[C@H]1CC(=O)O. The result is 0 (non-inhibitor). (2) The compound is Nc1ccn([C@@H]2O[C@H](COC(=O)C34CC5CC(CC(C5)C3)C4)[C@@H](O)[C@@H]2O)c(=O)n1. The result is 0 (non-inhibitor). (3) The compound is c1ccc(CC2=NCCN2)cc1. The result is 0 (non-inhibitor). (4) The drug is CCOC(=O)[C@H]1[C@H](O)C[C@@H]2c3ccccc3-c3ccccc3[C@H]21. The result is 1 (inhibitor). (5) The drug is COCCn1c(=O)c(-c2cn(C)c3ccccc23)nc2cnc(N3CCOCC3)nc21. The result is 0 (non-inhibitor). (6) The molecule is CCN(CC)C(=O)COc1ccc(S(=O)(=O)N2CCOCC2)cc1. The result is 0 (non-inhibitor). (7) The molecule is O=C1C[C@@H](O)[C@@H](O)[C@H]2[C@@H]1CC[C@H]1C(=O)N(c3ccc(F)cc3F)C(=O)[C@H]21. The result is 0 (non-inhibitor).